From a dataset of Peptide-MHC class I binding affinity with 185,985 pairs from IEDB/IMGT. Regression. Given a peptide amino acid sequence and an MHC pseudo amino acid sequence, predict their binding affinity value. This is MHC class I binding data. (1) The peptide sequence is ELRSLYNTV. The MHC is HLA-A29:02 with pseudo-sequence HLA-A29:02. The binding affinity (normalized) is 0. (2) The peptide sequence is GYGRVNAGK. The MHC is HLA-B27:05 with pseudo-sequence HLA-B27:05. The binding affinity (normalized) is 0.0847. (3) The MHC is HLA-A69:01 with pseudo-sequence HLA-A69:01. The peptide sequence is FLCPTFTLK. The binding affinity (normalized) is 0.192. (4) The peptide sequence is KNNFWFWEY. The MHC is HLA-A25:01 with pseudo-sequence HLA-A25:01. The binding affinity (normalized) is 0.0847. (5) The peptide sequence is VGNVYPKF. The MHC is Mamu-B52 with pseudo-sequence Mamu-B52. The binding affinity (normalized) is 0.952. (6) The peptide sequence is IINSVSIIL. The MHC is HLA-A02:03 with pseudo-sequence HLA-A02:03. The binding affinity (normalized) is 0.263. (7) The peptide sequence is ITSGNINYM. The MHC is HLA-A02:01 with pseudo-sequence HLA-A02:01. The binding affinity (normalized) is 0.349.